Task: Predict the product of the given reaction.. Dataset: Forward reaction prediction with 1.9M reactions from USPTO patents (1976-2016) (1) Given the reactants CN(C(ON1N=N[C:11]2[CH:12]=[CH:13][CH:14]=N[C:10]1=2)=[N+](C)C)C.F[P-](F)(F)(F)(F)F.CCN(C(C)C)C(C)C.[CH2:34]1[CH2:38]O[CH2:36][CH2:35]1, predict the reaction product. The product is: [CH2:14]1[C:10]2[C:11](=[CH:38][CH:34]=[CH:35][CH:36]=2)[CH2:12][CH2:13]1. (2) The product is: [Cl:1][C:2]1[CH:3]=[C:4]([C:8]2[CH:13]=[C:12]([NH:14][C:15]3[CH:20]=[CH:19][C:18]([CH2:21][CH2:22][OH:23])=[CH:17][CH:16]=3)[CH:11]=[C:10]([CH:27]3[CH2:29][CH2:28]3)[N:9]=2)[CH:5]=[CH:6][CH:7]=1. Given the reactants [Cl:1][C:2]1[CH:3]=[C:4]([C:8]2[CH:13]=[C:12]([NH:14][C:15]3[CH:20]=[CH:19][C:18]([CH2:21][C:22](OCC)=[O:23])=[CH:17][CH:16]=3)[CH:11]=[C:10]([CH:27]3[CH2:29][CH2:28]3)[N:9]=2)[CH:5]=[CH:6][CH:7]=1, predict the reaction product. (3) Given the reactants Cl[C:2]([C:5]1[CH:10]=[CH:9][C:8]([I:11])=[CH:7][CH:6]=1)([CH3:4])[CH3:3].[NH:12]1[CH2:17][CH2:16][O:15][CH2:14][CH2:13]1, predict the reaction product. The product is: [I:11][C:8]1[CH:9]=[CH:10][C:5]([C:2]([N:12]2[CH2:17][CH2:16][O:15][CH2:14][CH2:13]2)([CH3:4])[CH3:3])=[CH:6][CH:7]=1. (4) Given the reactants O[CH2:2][C@H:3]([NH:5][C:6]([C:8]1[NH:9][C:10]([C:13]2[CH:18]=[C:17]([O:19][Si:20]([CH:27]([CH3:29])[CH3:28])([CH:24]([CH3:26])[CH3:25])[CH:21]([CH3:23])[CH3:22])[CH:16]=[C:15]([O:30][C@@H:31]([CH3:35])[CH2:32][O:33][CH3:34])[CH:14]=2)=[CH:11][CH:12]=1)=[O:7])[CH3:4].CS(O)(=O)=O.C(N(CC)CC)C.[Cl-].[NH4+], predict the reaction product. The product is: [CH3:34][O:33][CH2:32][C@@H:31]([O:30][C:15]1[CH:14]=[C:13]([C:10]2[NH:9][C:8]([C:6]3[O:7][CH2:4][C@@H:3]([CH3:2])[N:5]=3)=[CH:12][CH:11]=2)[CH:18]=[C:17]([O:19][Si:20]([CH:24]([CH3:25])[CH3:26])([CH:21]([CH3:22])[CH3:23])[CH:27]([CH3:29])[CH3:28])[CH:16]=1)[CH3:35]. (5) The product is: [Cl:27][C:28]1[CH:29]=[C:30]([C:2]2[CH:3]=[C:4]3[C:9](=[CH:10][CH:11]=2)[N:8]=[CH:7][C:6]([S:12]([CH3:15])(=[O:14])=[O:13])=[C:5]3[N:16]2[CH2:17][CH2:18][CH:19]([CH:22]([N:24]([CH3:26])[CH3:25])[CH3:23])[CH2:20][CH2:21]2)[CH:31]=[CH:32][C:33]=1[OH:34]. Given the reactants Br[C:2]1[CH:3]=[C:4]2[C:9](=[CH:10][CH:11]=1)[N:8]=[CH:7][C:6]([S:12]([CH3:15])(=[O:14])=[O:13])=[C:5]2[N:16]1[CH2:21][CH2:20][CH:19]([CH:22]([N:24]([CH3:26])[CH3:25])[CH3:23])[CH2:18][CH2:17]1.[Cl:27][C:28]1[CH:29]=[C:30](B(O)O)[CH:31]=[CH:32][C:33]=1[OH:34], predict the reaction product.